Dataset: Reaction yield outcomes from USPTO patents with 853,638 reactions. Task: Predict the reaction yield, written as a fraction of the theoretical maximum amount of product (1.0 means a 100% yield; for example, 0.34 means a 34% yield). The reactants are [O:1]1[CH2:28][CH:2]1[CH2:3][O:4][C:5]1[CH:14]=[C:13]2[C:8]([C:9]([O:15][C:16]3[CH:17]=[C:18]4[C:22](=[CH:23][CH:24]=3)[NH:21][C:20]([CH3:25])=[CH:19]4)=[N:10][CH:11]=[N:12]2)=[CH:7][C:6]=1[O:26][CH3:27].[NH:29]1[CH2:34][CH2:33][CH2:32][CH2:31][CH2:30]1. The catalyst is CN(C=O)C. The product is [OH:1][CH:2]([CH2:28][N:29]1[CH2:34][CH2:33][CH2:32][CH2:31][CH2:30]1)[CH2:3][O:4][C:5]1[CH:14]=[C:13]2[C:8]([C:9]([O:15][C:16]3[CH:17]=[C:18]4[C:22](=[CH:23][CH:24]=3)[NH:21][C:20]([CH3:25])=[CH:19]4)=[N:10][CH:11]=[N:12]2)=[CH:7][C:6]=1[O:26][CH3:27]. The yield is 0.650.